This data is from Full USPTO retrosynthesis dataset with 1.9M reactions from patents (1976-2016). The task is: Predict the reactants needed to synthesize the given product. (1) The reactants are: [F:1][C:2]1[C:3]([NH:18][C@@H:19]([C:25]([CH3:28])([CH3:27])[CH3:26])[CH2:20][S:21]([OH:24])(=[O:23])=[O:22])=[N:4][C:5]([C:8]2[C:16]3[C:11](=[N:12][CH:13]=[C:14](F)[CH:15]=3)[NH:10][CH:9]=2)=[N:6][CH:7]=1.[Cl:29]C1C=C2C(B3OC(C)(C)C(C)(C)O3)=CN(S(C3C=CC(C)=CC=3)(=O)=O)C2=NC=1.FC1C=C2C(B3OC(C)(C)C(C)(C)O3)=CN(S(C3C=CC(C)=CC=3)(=O)=O)C2=NC=1.C(O)(C(F)(F)F)=O. Given the product [Cl:29][C:14]1[CH:15]=[C:16]2[C:8]([C:5]3[N:4]=[C:3]([NH:18][C@@H:19]([C:25]([CH3:28])([CH3:27])[CH3:26])[CH2:20][S:21]([OH:24])(=[O:23])=[O:22])[C:2]([F:1])=[CH:7][N:6]=3)=[CH:9][NH:10][C:11]2=[N:12][CH:13]=1, predict the reactants needed to synthesize it. (2) Given the product [NH2:1][C@H:2]([C:5]([NH:7][C@H:8]([C:9]([OH:11])=[O:10])[CH:14]([CH3:17])[CH3:15])=[O:6])[CH2:3][SH:4], predict the reactants needed to synthesize it. The reactants are: [NH2:1][C@H:2]([C:5]([NH:7][CH2:8][C:9]([OH:11])=[O:10])=[O:6])[CH2:3][SH:4].Cl.N[C@H:14]([C:17](O)=O)[CH2:15]S. (3) The reactants are: C[Si]([N-][Si](C)(C)C)(C)C.[Li+].C1(C(/[N:24]=[CH:25]/[C:26]([O:28][CH2:29][CH3:30])=[O:27])C2C=CC=CC=2)C=CC=CC=1.[O:31]1[CH2:35][CH2:34][CH:33]([C:36]([Cl:38])=[O:37])[CH2:32]1.Cl. Given the product [ClH:38].[NH2:24][CH:25]([C:36](=[O:37])[CH:33]1[CH2:34][CH2:35][O:31][CH2:32]1)[C:26]([O:28][CH2:29][CH3:30])=[O:27], predict the reactants needed to synthesize it. (4) The reactants are: [F:1][CH:2]([F:22])[C:3]1[CH:12]=[C:11]2[C:6]([CH:7]=[CH:8][C:9](B3OC(C)(C)C(C)(C)O3)=[CH:10]2)=[CH:5][CH:4]=1.[Cl:23][C:24]1[CH:25]=[C:26]([CH2:30][N:31]2[CH:35]=[CH:34][N:33]=[C:32]2[CH3:36])[N:27]=[N:28][CH:29]=1. Given the product [ClH:23].[F:22][CH:2]([F:1])[C:3]1[CH:12]=[C:11]2[C:6]([CH:7]=[CH:8][C:9]([C:24]3[CH:25]=[C:26]([CH2:30][N:31]4[CH:35]=[CH:34][N:33]=[C:32]4[CH3:36])[N:27]=[N:28][CH:29]=3)=[CH:10]2)=[CH:5][CH:4]=1, predict the reactants needed to synthesize it.